From a dataset of NCI-60 drug combinations with 297,098 pairs across 59 cell lines. Regression. Given two drug SMILES strings and cell line genomic features, predict the synergy score measuring deviation from expected non-interaction effect. (1) Drug 1: CNC(=O)C1=CC=CC=C1SC2=CC3=C(C=C2)C(=NN3)C=CC4=CC=CC=N4. Drug 2: CN1C2=C(C=C(C=C2)N(CCCl)CCCl)N=C1CCCC(=O)O.Cl. Cell line: U251. Synergy scores: CSS=32.4, Synergy_ZIP=-5.11, Synergy_Bliss=1.59, Synergy_Loewe=-3.13, Synergy_HSA=3.34. (2) Drug 1: CN(C)N=NC1=C(NC=N1)C(=O)N. Drug 2: C1CN(CCN1C(=O)CCBr)C(=O)CCBr. Cell line: NCI-H322M. Synergy scores: CSS=-7.52, Synergy_ZIP=4.13, Synergy_Bliss=2.22, Synergy_Loewe=-4.38, Synergy_HSA=-3.64. (3) Synergy scores: CSS=2.34, Synergy_ZIP=2.15, Synergy_Bliss=4.41, Synergy_Loewe=-1.36, Synergy_HSA=0.312. Cell line: MDA-MB-231. Drug 2: CC(C)NC(=O)C1=CC=C(C=C1)CNNC.Cl. Drug 1: CN(C)C1=NC(=NC(=N1)N(C)C)N(C)C.